From a dataset of Reaction yield outcomes from USPTO patents with 853,638 reactions. Predict the reaction yield, written as a fraction of the theoretical maximum amount of product (1.0 means a 100% yield; for example, 0.34 means a 34% yield). The reactants are [Si:1]([O:8][CH:9]1[CH:14]=[C:13]([C:15]2[CH:20]=[CH:19][N:18]=[CH:17][C:16]=2[N+:21]([O-])=O)[O:12][CH:11]([CH3:24])[C:10]1([CH3:26])[OH:25])([C:4]([CH3:7])([CH3:6])[CH3:5])([CH3:3])[CH3:2]. The catalyst is CC(O)=O.[Fe]. The product is [NH2:21][C:16]1[CH:17]=[N:18][CH:19]=[CH:20][C:15]=1[C:13]1[O:12][CH:11]([CH3:24])[C:10]([CH3:26])([OH:25])[CH:9]([O:8][Si:1]([C:4]([CH3:5])([CH3:7])[CH3:6])([CH3:2])[CH3:3])[CH:14]=1. The yield is 0.780.